Dataset: Full USPTO retrosynthesis dataset with 1.9M reactions from patents (1976-2016). Task: Predict the reactants needed to synthesize the given product. Given the product [CH:11]1[C:12]2[C:7](=[N:6][C:5]3[C:14]([C:13]=2[NH:15][CH:16]([CH2:25][CH3:27])[CH2:17][CH2:18][CH2:19][N:20]([CH2:23][CH3:24])[CH2:21][CH3:22])=[CH:1][CH:2]=[CH:3][CH:4]=3)[CH:8]=[CH:9][CH:10]=1, predict the reactants needed to synthesize it. The reactants are: [CH:1]1[C:14]2[C:5](=[N:6][C:7]3[C:12]([C:13]=2[NH:15][CH:16]([CH3:25])[CH2:17][CH2:18][CH2:19][N:20]([CH2:23][CH3:24])[CH2:21][CH3:22])=[CH:11][CH:10]=[CH:9][CH:8]=3)[CH:4]=[CH:3][CH:2]=1.Cl[C:27]1C2C(N=C3C=1C=CC=C3)=CC=CC=2.Cl.Cl.C(N(CC)CCCC(N)CC)C.C1(O)C=CC=CC=1.C(N(CC)CC)C.